Dataset: Forward reaction prediction with 1.9M reactions from USPTO patents (1976-2016). Task: Predict the product of the given reaction. (1) Given the reactants P(Cl)(Cl)(Cl)=O.[Br:6][C:7]1[CH:8]=[C:9]([CH:13]=[C:14]([Br:17])[C:15]=1[Cl:16])[C:10]([NH2:12])=O, predict the reaction product. The product is: [Br:6][C:7]1[CH:8]=[C:9]([CH:13]=[C:14]([Br:17])[C:15]=1[Cl:16])[C:10]#[N:12]. (2) Given the reactants C(OC([N:8]1[CH2:13][CH2:12][CH:11]([CH2:14][CH2:15][C:16]([OH:18])=[O:17])[CH2:10][CH2:9]1)=O)(C)(C)C.S(Cl)([Cl:21])=O.[CH3:23]O, predict the reaction product. The product is: [ClH:21].[CH3:23][O:18][C:16](=[O:17])[CH2:15][CH2:14][CH:11]1[CH2:10][CH2:9][NH:8][CH2:13][CH2:12]1. (3) The product is: [CH2:1]([C:3]1[C:4]([NH:11][CH:12]2[C:20]3[C:15](=[CH:16][CH:17]=[C:18]([O:23][CH3:22])[CH:19]=3)[CH2:14][CH2:13]2)=[N:5][C:6]([CH2:9][CH3:10])=[CH:7][N:8]=1)[CH3:2]. Given the reactants [CH2:1]([C:3]1[C:4]([NH:11][C@@H:12]2[C:20]3[C:15](=[CH:16][CH:17]=[CH:18][CH:19]=3)[CH2:14][C@@H:13]2O)=[N:5][C:6]([CH2:9][CH3:10])=[CH:7][N:8]=1)[CH3:2].[CH3:22][O:23]C1C=C2C(CCC2N)=CC=1, predict the reaction product. (4) Given the reactants [Cl:1][C:2]1[N:10]=[C:9]2[C:5]([N:6]=[CH:7][NH:8]2)=[C:4](Cl)[N:3]=1.Cl.[CH:13]12[NH:20][CH:17]([CH2:18][CH2:19]1)[CH2:16][O:15][CH2:14]2.CCN(C(C)C)C(C)C, predict the reaction product. The product is: [Cl:1][C:2]1[N:10]=[C:9]2[C:5]([N:6]=[CH:7][NH:8]2)=[C:4]([N:20]2[CH:13]3[CH2:19][CH2:18][CH:17]2[CH2:16][O:15][CH2:14]3)[N:3]=1. (5) Given the reactants [NH2:1][CH2:2][C:3]1[C:4]([CH3:11])=[CH:5][C:6]([NH2:10])=[N:7][C:8]=1[CH3:9].[Cl:12][C:13]1[CH:14]=[N:15][C:16]2[C:21]([CH:22]=1)=[CH:20][C:19]([CH2:23][C:24]1[CH:25]=[C:26]([CH:30]=[CH:31][N:32]=1)[C:27](O)=[O:28])=[CH:18][C:17]=2[C:33]([O:35][CH3:36])=[O:34].CN(C(ON1N=NC2C=CC=NC1=2)=[N+](C)C)C.F[P-](F)(F)(F)(F)F.CCN(CC)CC, predict the reaction product. The product is: [NH2:10][C:6]1[N:7]=[C:8]([CH3:9])[C:3]([CH2:2][NH:1][C:27]([C:26]2[CH:30]=[CH:31][N:32]=[C:24]([CH2:23][C:19]3[CH:20]=[C:21]4[C:16](=[C:17]([C:33]([O:35][CH3:36])=[O:34])[CH:18]=3)[N:15]=[CH:14][C:13]([Cl:12])=[CH:22]4)[CH:25]=2)=[O:28])=[C:4]([CH3:11])[CH:5]=1. (6) The product is: [Br:1][C:2]1[CH:3]=[C:4]2[C:5](=[CH:7][CH:8]=1)[NH:6][C:10]([C:11]1[CH:16]=[CH:15][CH:14]=[CH:13][C:12]=1[O:17][CH3:18])=[CH:9]2. Given the reactants [Br:1][C:2]1[CH:8]=[CH:7][C:5]([NH2:6])=[C:4]([C:9]#[C:10][C:11]2[CH:16]=[CH:15][CH:14]=[CH:13][C:12]=2[O:17][CH3:18])[CH:3]=1, predict the reaction product. (7) Given the reactants CS(O[C@@H:6]([CH3:32])[CH2:7][CH2:8][CH2:9][CH2:10][N:11]1[C:20](=[O:21])[C:19]2[NH:18][C:17]([CH2:22][NH:23][C:24]([O:26][C:27]([CH3:30])([CH3:29])[CH3:28])=[O:25])=[N:16][C:15]=2[N:14]([CH3:31])[C:12]1=[O:13])(=O)=O.[N-:33]=[N+:34]=[N-:35].[Na+], predict the reaction product. The product is: [N:33]([C@H:6]([CH3:32])[CH2:7][CH2:8][CH2:9][CH2:10][N:11]1[C:20](=[O:21])[C:19]2[NH:18][C:17]([CH2:22][NH:23][C:24]([O:26][C:27]([CH3:30])([CH3:28])[CH3:29])=[O:25])=[N:16][C:15]=2[N:14]([CH3:31])[C:12]1=[O:13])=[N+:34]=[N-:35].